Dataset: Forward reaction prediction with 1.9M reactions from USPTO patents (1976-2016). Task: Predict the product of the given reaction. (1) The product is: [C:1]([O:5][C:6](=[O:50])[CH2:7][C@H:8]([NH:24][C:25]([C@@H:27]1[CH2:32][CH2:31][CH2:30][N:29]([C:33](=[O:49])[CH2:34][CH2:35][CH:36]2[CH2:41][CH2:40][N:39]([C:42]([O:44][C:45]([CH3:48])([CH3:47])[CH3:46])=[O:43])[CH2:38][CH2:37]2)[CH2:28]1)=[O:26])[C:9]1[CH:10]=[N:11][CH:12]=[C:13]([CH2:15][CH2:16][C:17]2[CH:22]=[CH:21][CH:20]=[C:19]([OH:23])[CH:18]=2)[CH:14]=1)([CH3:2])([CH3:4])[CH3:3]. Given the reactants [C:1]([O:5][C:6](=[O:50])[CH2:7][C@H:8]([NH:24][C:25]([C@@H:27]1[CH2:32][CH2:31][CH2:30][N:29]([C:33](=[O:49])[CH2:34][CH2:35][CH:36]2[CH2:41][CH2:40][N:39]([C:42]([O:44][C:45]([CH3:48])([CH3:47])[CH3:46])=[O:43])[CH2:38][CH2:37]2)[CH2:28]1)=[O:26])[C:9]1[CH:10]=[N:11][CH:12]=[C:13]([C:15]#[C:16][C:17]2[CH:22]=[CH:21][CH:20]=[C:19]([OH:23])[CH:18]=2)[CH:14]=1)([CH3:4])([CH3:3])[CH3:2], predict the reaction product. (2) Given the reactants [CH3:1][C:2]([CH3:13])([CH3:12])[CH2:3][CH2:4][NH:5][C:6](=[O:11])OC(C)=C.[NH2:14][C:15]1[C:16]([F:34])=[CH:17][C:18]([F:33])=[C:19]([C:21]2[CH:32]=[N:31][C:24]3[N:25]=[C:26]([NH:29][CH3:30])[N:27]=[CH:28][C:23]=3[CH:22]=2)[CH:20]=1.CN1CCCC1.C1CCN2C(=NCCC2)CC1, predict the reaction product. The product is: [F:34][C:16]1[CH:17]=[C:18]([F:33])[C:19]([C:21]2[CH:32]=[N:31][C:24]3[N:25]=[C:26]([NH:29][CH3:30])[N:27]=[CH:28][C:23]=3[CH:22]=2)=[CH:20][C:15]=1[NH:14][C:6]([NH:5][CH2:4][CH2:3][C:2]([CH3:1])([CH3:12])[CH3:13])=[O:11]. (3) Given the reactants Cl[C:2]1[N:3]([C:13]2[CH:18]=[CH:17][CH:16]=[C:15]([Cl:19])[CH:14]=2)[C:4]2[C:9]([C:10]=1[CH:11]=[O:12])=[CH:8][CH:7]=[CH:6][CH:5]=2.[NH:20]1[CH2:25][CH2:24][NH:23][CH2:22][CH2:21]1, predict the reaction product. The product is: [Cl:19][C:15]1[CH:14]=[C:13]([N:3]2[C:4]3[C:9](=[CH:8][CH:7]=[CH:6][CH:5]=3)[C:10]([CH:11]=[O:12])=[C:2]2[N:20]2[CH2:25][CH2:24][NH:23][CH2:22][CH2:21]2)[CH:18]=[CH:17][CH:16]=1. (4) The product is: [C:10]([CH2:11][CH2:12][NH:3][C:2]([CH3:4])([C:5]([OH:7])=[O:6])[CH3:1])#[N:13]. Given the reactants [CH3:1][C:2]([C:5]([OH:7])=[O:6])([CH3:4])[NH2:3].[OH-].[Na+].[C:10](#[N:13])[CH:11]=[CH2:12].C(O)(=O)C, predict the reaction product.